This data is from Reaction yield outcomes from USPTO patents with 853,638 reactions. The task is: Predict the reaction yield, written as a fraction of the theoretical maximum amount of product (1.0 means a 100% yield; for example, 0.34 means a 34% yield). The reactants are [CH2:1]([O:8][C:9]1[CH:14]=[CH:13][C:12]([N:15]([CH3:26])[C:16]2[CH:21]=[CH:20][C:19]([CH:22]([CH3:25])[CH2:23][OH:24])=[CH:18][CH:17]=2)=[CH:11][CH:10]=1)[C:2]1[CH:7]=[CH:6][CH:5]=[CH:4][CH:3]=1.[H-].[Na+].[CH3:29]I. The catalyst is CN(C=O)C.O. The product is [CH2:1]([O:8][C:9]1[CH:14]=[CH:13][C:12]([N:15]([C:16]2[CH:17]=[CH:18][C:19]([CH:22]([CH3:25])[CH2:23][O:24][CH3:29])=[CH:20][CH:21]=2)[CH3:26])=[CH:11][CH:10]=1)[C:2]1[CH:3]=[CH:4][CH:5]=[CH:6][CH:7]=1. The yield is 0.770.